From a dataset of Catalyst prediction with 721,799 reactions and 888 catalyst types from USPTO. Predict which catalyst facilitates the given reaction. (1) Reactant: [CH2:1]([CH:3]1[CH2:7][NH:6][N:5]=[CH:4]1)[CH3:2].[CH2:8]([N:10]=[C:11]=[S:12])[CH3:9]. Product: [CH2:8]([NH:10][C:11]([N:5]1[CH2:4][CH:3]([CH2:1][CH3:2])[CH:7]=[N:6]1)=[S:12])[CH3:9]. The catalyst class is: 8. (2) Reactant: [CH2:1]([C:5]1[C:13]([CH3:14])=[CH:12][C:8]([C:9]([NH2:11])=O)=[CH:7][N:6]=1)[CH:2]([CH3:4])[CH3:3].N1C=CC=CC=1. Product: [CH2:1]([C:5]1[C:13]([CH3:14])=[CH:12][C:8]([C:9]#[N:11])=[CH:7][N:6]=1)[CH:2]([CH3:4])[CH3:3]. The catalyst class is: 2.